From a dataset of Reaction yield outcomes from USPTO patents with 853,638 reactions. Predict the reaction yield, written as a fraction of the theoretical maximum amount of product (1.0 means a 100% yield; for example, 0.34 means a 34% yield). (1) The yield is 0.250. The reactants are C(=O)(SC)O[O:3][CH:4]([O:8][C:9](=[O:13])[CH:10]([CH3:12])[CH3:11])[CH:5]([CH3:7])[CH3:6].[OH:17][N:18]1[C:22](=[O:23])[C@H:21]([O:24][C:25](=[O:32])[C:26]2[CH:31]=[CH:30][CH:29]=[CH:28][CH:27]=2)[C@@H:20]([O:33][C:34](=[O:41])[C:35]2[CH:40]=[CH:39][CH:38]=[CH:37][CH:36]=2)[C:19]1=[O:42].[C:43](OO)(=[O:45])C.C(O)(=O)C. The product is [CH3:12][CH:10]([CH3:11])[C:9]([O:8][C@@H:4]([O:3][C:43]([O:17][N:18]1[C:22](=[O:23])[C@H:21]([O:24][C:25](=[O:32])[C:26]2[CH:27]=[CH:28][CH:29]=[CH:30][CH:31]=2)[C@@H:20]([O:33][C:34](=[O:41])[C:35]2[CH:40]=[CH:39][CH:38]=[CH:37][CH:36]=2)[C:19]1=[O:42])=[O:45])[CH:5]([CH3:6])[CH3:7])=[O:13]. The catalyst is ClCCCl. (2) The reactants are O=P(Cl)(Cl)[Cl:3].[CH3:6][C@H:7]1[C:15]2[C:14](O)=[N:13][CH:12]=[N:11][C:10]=2[CH2:9][CH2:8]1.C([O-])(O)=O.[Na+]. The catalyst is ClCCCl. The product is [Cl:3][C:14]1[C:15]2[C@H:7]([CH3:6])[CH2:8][CH2:9][C:10]=2[N:11]=[CH:12][N:13]=1. The yield is 0.611.